From a dataset of Ames mutagenicity test results for genotoxicity prediction. Regression/Classification. Given a drug SMILES string, predict its toxicity properties. Task type varies by dataset: regression for continuous values (e.g., LD50, hERG inhibition percentage) or binary classification for toxic/non-toxic outcomes (e.g., AMES mutagenicity, cardiotoxicity, hepatotoxicity). Dataset: ames. (1) The molecule is Cl/C=C(\Cl)C(Cl)Cl. The result is 1 (mutagenic). (2) The molecule is CC(=O)N[C@@H](CS)C(=O)O. The result is 1 (mutagenic).